This data is from Full USPTO retrosynthesis dataset with 1.9M reactions from patents (1976-2016). The task is: Predict the reactants needed to synthesize the given product. (1) Given the product [C:1]([O:4][C@H:5]1[O:51][C@@H:50]([CH2:52][O:53][C:54](=[O:56])[CH3:55])[C@@H:45]([O:46][C:47](=[O:49])[CH3:48])[C@H:40]([O:41][C:42](=[O:44])[CH3:43])[C@@H:6]1[O:7][C@H:8]1[O:34][C@H:33]([CH2:35][O:36][C:37](=[O:39])[CH3:38])[C@@H:28]([O:29][C:30](=[O:32])[CH3:31])[C@H:23]([O:24][C:25](=[O:27])[CH3:26])[C@@H:9]1[O:10][C:11](=[O:22])[NH2:12])(=[O:3])[CH3:2], predict the reactants needed to synthesize it. The reactants are: [C:1]([O:4][C@H:5]1[O:51][C@@H:50]([CH2:52][O:53][C:54](=[O:56])[CH3:55])[C@@H:45]([O:46][C:47](=[O:49])[CH3:48])[C@H:40]([O:41][C:42](=[O:44])[CH3:43])[C@@H:6]1[O:7][C@H:8]1[O:34][C@H:33]([CH2:35][O:36][C:37](=[O:39])[CH3:38])[C@@H:28]([O:29][C:30](=[O:32])[CH3:31])[C@H:23]([O:24][C:25](=[O:27])[CH3:26])[C@@H:9]1[O:10][C:11](=[O:22])[NH:12]C1C=CC([N+]([O-])=O)=CC=1)(=[O:3])[CH3:2].C1COCC1.N. (2) Given the product [Cl:12][C:5]1[CH:4]=[CH:3][C:2]([C:13]#[N:14])=[CH:11][C:6]=1[C:7]([O:9][CH3:10])=[O:8], predict the reactants needed to synthesize it. The reactants are: Br[C:2]1[CH:3]=[CH:4][C:5]([Cl:12])=[C:6]([CH:11]=1)[C:7]([O:9][CH3:10])=[O:8].[CH3:13][N:14](C=O)C. (3) The reactants are: [CH3:1][C@H:2]1[CH2:7][NH:6][CH2:5][CH2:4][N:3]1[C:8]([O:10][C:11]([CH3:14])([CH3:13])[CH3:12])=[O:9].CCN(C(C)C)C(C)C.[Br:24][C:25]1[CH:30]=[C:29]([C:31]([F:34])([F:33])[F:32])[CH:28]=[CH:27][C:26]=1[S:35](Cl)(=[O:37])=[O:36].C([O-])(O)=O.[Na+]. Given the product [Br:24][C:25]1[CH:30]=[C:29]([C:31]([F:33])([F:32])[F:34])[CH:28]=[CH:27][C:26]=1[S:35]([N:6]1[CH2:5][CH2:4][N:3]([C:8]([O:10][C:11]([CH3:13])([CH3:12])[CH3:14])=[O:9])[C@@H:2]([CH3:1])[CH2:7]1)(=[O:37])=[O:36], predict the reactants needed to synthesize it.